From a dataset of Reaction yield outcomes from USPTO patents with 853,638 reactions. Predict the reaction yield, written as a fraction of the theoretical maximum amount of product (1.0 means a 100% yield; for example, 0.34 means a 34% yield). The reactants are C(OC(=O)[NH:7][C@H:8]([C:19](=O)[NH:20][C:21]1[CH:26]=[CH:25][C:24]([F:27])=[CH:23][C:22]=1[NH:28][C:29]1[CH:34]=[CH:33][CH:32]=[CH:31][CH:30]=1)[CH2:9][CH2:10][O:11][CH2:12][C:13]1[CH:18]=[CH:17][CH:16]=[CH:15][CH:14]=1)(C)(C)C. The catalyst is Cl.O1CCOCC1. The product is [CH2:12]([O:11][CH2:10][CH2:9][C@H:8]([NH2:7])[C:19]1[N:28]([C:29]2[CH:34]=[CH:33][CH:32]=[CH:31][CH:30]=2)[C:22]2[CH:23]=[C:24]([F:27])[CH:25]=[CH:26][C:21]=2[N:20]=1)[C:13]1[CH:18]=[CH:17][CH:16]=[CH:15][CH:14]=1. The yield is 0.680.